From a dataset of Forward reaction prediction with 1.9M reactions from USPTO patents (1976-2016). Predict the product of the given reaction. (1) Given the reactants [NH2:1][OH:2].[C:3]([C:5]1[CH:6]=[CH:7][C:8]([CH3:24])=[C:9]([NH:11][C:12]([C:14]2[N:18]3[CH:19]=[C:20]([F:23])[CH:21]=[CH:22][C:17]3=[N:16][CH:15]=2)=[O:13])[CH:10]=1)#[N:4], predict the reaction product. The product is: [F:23][C:20]1[CH:21]=[CH:22][C:17]2[N:18]([C:14]([C:12]([NH:11][C:9]3[CH:10]=[C:5](/[C:3](=[N:1]/[OH:2])/[NH2:4])[CH:6]=[CH:7][C:8]=3[CH3:24])=[O:13])=[CH:15][N:16]=2)[CH:19]=1. (2) The product is: [Cl:21][C:18]1[CH:17]=[CH:16][C:15]([S:14][CH:11]2[CH2:12][CH2:13][NH:8][CH2:9][CH2:10]2)=[CH:20][CH:19]=1. Given the reactants C(OC([N:8]1[CH2:13][CH2:12][CH:11]([S:14][C:15]2[CH:20]=[CH:19][C:18]([Cl:21])=[CH:17][CH:16]=2)[CH2:10][CH2:9]1)=O)(C)(C)C.FC(F)(F)C(O)=O, predict the reaction product. (3) The product is: [CH3:1][O:2][C:3]1[CH:4]=[C:5]([CH2:11][CH2:12][NH:13][C:23](=[O:24])[CH2:22][C:17]2[CH:18]=[CH:19][C:20]([F:21])=[C:15]([F:14])[CH:16]=2)[CH:6]=[CH:7][C:8]=1[O:9][CH3:10]. Given the reactants [CH3:1][O:2][C:3]1[CH:4]=[C:5]([CH2:11][CH2:12][NH2:13])[CH:6]=[CH:7][C:8]=1[O:9][CH3:10].[F:14][C:15]1[CH:16]=[C:17]([CH2:22][C:23](O)=[O:24])[CH:18]=[CH:19][C:20]=1[F:21], predict the reaction product. (4) Given the reactants [C:1]([N:5]1[CH2:42][CH2:41][CH2:40][CH2:39][C:8]2[C:9]([C:34]3[S:35][CH:36]=[CH:37][CH:38]=3)=[C:10]3[C:19]4[CH:18]=[C:17]([C@@H:20]5[O:24][C:23]([CH3:26])([CH3:25])[O:22][C@H:21]5[C:27](OCC)=[O:28])[C:16]([O:32][CH3:33])=[CH:15][C:14]=4[CH2:13][CH2:12][N:11]3[C:7]=2[C:6]1=[O:43])([CH3:4])([CH3:3])[CH3:2].[Li+].[BH4-].[NH4+].[Cl-], predict the reaction product. The product is: [C:1]([N:5]1[CH2:42][CH2:41][CH2:40][CH2:39][C:8]2[C:9]([C:34]3[S:35][CH:36]=[CH:37][CH:38]=3)=[C:10]3[C:19]4[CH:18]=[C:17]([C@@H:20]5[O:24][C:23]([CH3:26])([CH3:25])[O:22][C@@H:21]5[CH2:27][OH:28])[C:16]([O:32][CH3:33])=[CH:15][C:14]=4[CH2:13][CH2:12][N:11]3[C:7]=2[C:6]1=[O:43])([CH3:2])([CH3:3])[CH3:4]. (5) Given the reactants Br[C:2]1[CH:3]=[C:4]2[C:9](=[CH:10][CH:11]=1)[CH:8]=[C:7]([C:12]([OH:14])=[O:13])[CH:6]=[CH:5]2.[C:15]([C@@H:17]1[CH2:19][C@H:18]1[CH2:20][OH:21])#[CH:16].C(N(CC)CC)C, predict the reaction product. The product is: [OH:21][CH2:20][C@@H:18]1[CH2:19][C@H:17]1[C:15]#[C:16][C:2]1[CH:3]=[C:4]2[C:9](=[CH:10][CH:11]=1)[CH:8]=[C:7]([C:12]([OH:14])=[O:13])[CH:6]=[CH:5]2. (6) Given the reactants [F:1][CH:2]([F:17])[C:3]1[S:4][CH:5]=[C:6]([C:8]2[C:12]3[CH2:13][NH:14][CH2:15][CH2:16][C:11]=3[NH:10][N:9]=2)[N:7]=1.[Cl:18][C:19]1[CH:20]=[C:21]([NH:25][C:26](=O)[O:27]C2C=CC=CC=2)[CH:22]=[CH:23][CH:24]=1, predict the reaction product. The product is: [Cl:18][C:19]1[CH:20]=[C:21]([NH:25][C:26]([N:14]2[CH2:15][CH2:16][C:11]3[NH:10][N:9]=[C:8]([C:6]4[N:7]=[C:3]([CH:2]([F:1])[F:17])[S:4][CH:5]=4)[C:12]=3[CH2:13]2)=[O:27])[CH:22]=[CH:23][CH:24]=1. (7) Given the reactants [F:1][C:2]1[C:3]([NH:17][CH:18]2[CH2:23][CH2:22][CH2:21][CH2:20][CH:19]2[NH2:24])=[N:4][C:5]([C:8]2[C:16]3[C:11](=[N:12][CH:13]=[CH:14][CH:15]=3)[NH:10][CH:9]=2)=[N:6][CH:7]=1.CCN(C(C)C)C(C)C.[CH3:34][S:35](Cl)(=[O:37])=[O:36], predict the reaction product. The product is: [F:1][C:2]1[C:3]([NH:17][C@H:18]2[CH2:23][CH2:22][CH2:21][CH2:20][C@H:19]2[NH:24][S:35]([CH3:34])(=[O:37])=[O:36])=[N:4][C:5]([C:8]2[C:16]3[C:11](=[N:12][CH:13]=[CH:14][CH:15]=3)[NH:10][CH:9]=2)=[N:6][CH:7]=1.